This data is from Experimentally validated miRNA-target interactions with 360,000+ pairs, plus equal number of negative samples. The task is: Binary Classification. Given a miRNA mature sequence and a target amino acid sequence, predict their likelihood of interaction. (1) The miRNA is mmu-miR-509-5p with sequence UACUCCAGAAUGUGGCAAUCAU. The protein sequence of the target gene is MPHSYPALSAEQKKELSDIALRIVTPGKGILAADESVGSMAKRLSQIGVENTEENRRLYRQVLFSADDRVKKCIGGVIFFHETLYQKDDNGVPFVRTIQDKGILVGIKVDKGVVPLAGTDGETTTQGLDGLLERCAQYKKDGADFAKWRCVLKISDRTPSALAILENANVLARYASICQQNGIVPIVEPEILPDGDHDLKRCQYVTEKVLAAVYKALSDHHVYLEGTLLKPNMVTPGHACPIKYSPEEIAMATVTALRRTVPPAVPGVTFLSGGQSEEEASLNLNAINRCPLPRPWALTF.... Result: 0 (no interaction). (2) The miRNA is mmu-miR-290a-3p with sequence AAAGUGCCGCCUAGUUUUAAGCCC. The protein sequence of the target gene is MTLSGGGSASDMSGQTVLTAEDVDIDVVGEGDDGLEEKDSDAGCDSPAGPPELRLDEADEVPPAAPHHGQPQPPHQQPLTLPKEAAGAGAGPGGDVGAPEADGCKGGVGGEEGGASGGGPGAGSGSAGGLAPSKPKNSLVKPPYSYIALITMAILQSPQKKLTLSGICEFISNRFPYYREKFPAWQNSIRHNLSLNDCFVKIPREPGNPGKGNYWTLDPQSEDMFDNGSFLRRRKRFKRHQQEHLREQTALMMQSFGAYSLAAAAGAAGPYGRPYGLHPAAAAGAYSHPAAAAAAAAAAA.... Result: 0 (no interaction). (3) Result: 0 (no interaction). The miRNA is hsa-miR-4649-5p with sequence UGGGCGAGGGGUGGGCUCUCAGAG. The protein sequence of the target gene is MACPSLACCLLGLLALTSACYIQNCPLGGKRAVLDLDMRKCLPCGPGGKGRCFGPSICCADELGCFVGTAEALRCQEENYLPSPCQSGQKPCGSGGRCAATGICCSPDGCRTDPACDPESAFSER. (4) The miRNA is hsa-miR-155-5p with sequence UUAAUGCUAAUCGUGAUAGGGGUU. The protein sequence of the target gene is MSDSEDSNFSEEEDSERSSDGEEAEVDEERRSAAGSEKEEEPEDEEEEEEEEEYDEEEEEEDDDRPPKKPRHGGFILDEADVDDEYEDEDQWEDGAEDILEKEEIEASNIDNVVLDEDRSGARRLQNLWRDQREEELGEYYMKKYAKSSVGETVYGGSDELSDDITQQQLLPGVKDPNLWTVKCKIGEERATAISLMRKFIAYQFTDTPLQIKSVVAPEHVKGYIYVEAYKQTHVKQAIEGVGNLRLGYWNQQMVPIKEMTDVLKVVKEVANLKPKSWVRLKRGIYKDDIAQVDYVEPSQ.... Result: 1 (interaction). (5) The miRNA is hsa-miR-564 with sequence AGGCACGGUGUCAGCAGGC. The protein sequence of the target gene is MELGPEPPHRRRLLFTCSPTPAPQPTGKVQFGASRAGGLSPVTNLTVTMDQLEGLGSDYEKPMDVRNSSSLQRMGSSESTDSGFCLDSPGPLDSKENLEISLRRINCLPQKLLGCSPALKRSHSDSLDHDIFQLIDQDENKENEAFEFKKPIRPASRGCLNAHVHEESKDPFTHRQNSAPARMLSSNESDISESGNFSPLFTPQSPVKASLSDEDDGFIDLLDGENLKNDEETPSCMSSLWTAPLVMRRPTNLADRCGLFDSPSPCSSTSSCSTRAVKRADRSHEESPRGTKRRKSSEAS.... Result: 0 (no interaction). (6) The miRNA is hsa-miR-4667-5p with sequence ACUGGGGAGCAGAAGGAGAACC. The protein sequence of the target gene is MAEQEPTAEQLAQIAAENEEDEHSVNYKPPAQKSIQEIQELDKDDESLRKYKEALLGRVAVSADPNVPNVIVTRLTLVCSTAPGPLELDLTGDLESFKKQSFVLKEGVEYRIKISFRVNREIVSGMKYIQHTYRKGVKIDKTDYMVGSYGPRAEEYEFLTPMEEAPKGMLARGSYNIKSRFTDDDKTDHLSWEWNLTIKKEWKD. Result: 0 (no interaction). (7) The miRNA is hsa-miR-877-5p with sequence GUAGAGGAGAUGGCGCAGGG. The protein sequence of the target gene is MYNGIGLPTPRGSGTNGYVQRNLSLVRGRRGERPDYKGEEELRRLEAALVKRPNPDILDHERKRRVELRCLELEEMMEEQGYEEQQIQEKVATFRLMLLEKDVNPGGKEETPGQRPAVTETHQLAELNEKKNERLRAAFGISDSYVDGSSFDPQRRAREAKQPAPEPPKPYSLVRESSSSRSPTPKQKKKKKKKDRGRRSESSSPRRERKKSSKKKKHRSESESKKRKHRSPTPKSKRKSKDKKRKRSRSTTPAPKSRRAHRSTSADSASSSDTSRSRSRSAAAKTHTTALAGRSPSPAS.... Result: 1 (interaction). (8) The miRNA is hsa-miR-3928-5p with sequence UGAAGCUCUAAGGUUCCGCCUGC. The protein sequence of the target gene is MELKAEEEEVGGVQPVSIQAFASSSTLHGLAHIFSYERLSLKRALWALCFLGSLAVLLCVCTERVQYYFHYHHVTKLDEVAASQLTFPAVTLCNLNEFRFSQVSKNDLYHAGELLALLNNRYEIPDTQMADEKQLEILQDKANFRSFKPKPFNMREFYDRAGHDIRDMLLSCHFRGEVCSAEDFKVVFTRYGKCYTFNSGRDGRPRLKTMKGGTGNGLEIMLDIQQDEYLPVWGETDETSFEAGIKVQIHSQDEPPFIDQLGFGVAPGFQTFVACQEQRLIYLPPPWGTCKAVTMDSDLD.... Result: 0 (no interaction).